Dataset: Peptide-MHC class II binding affinity with 134,281 pairs from IEDB. Task: Regression. Given a peptide amino acid sequence and an MHC pseudo amino acid sequence, predict their binding affinity value. This is MHC class II binding data. (1) The peptide sequence is AFKVKATAANAAPAN. The MHC is HLA-DPA10103-DPB10301 with pseudo-sequence HLA-DPA10103-DPB10301. The binding affinity (normalized) is 0.388. (2) The peptide sequence is EVVKANGGYLAAGKL. The MHC is DRB1_0802 with pseudo-sequence DRB1_0802. The binding affinity (normalized) is 0.759. (3) The peptide sequence is EKDVTDITVKNCVLK. The MHC is HLA-DQA10201-DQB10202 with pseudo-sequence HLA-DQA10201-DQB10202. The binding affinity (normalized) is 0.0814. (4) The peptide sequence is FRNIVNMLHGVRDGL. The MHC is DRB1_0301 with pseudo-sequence DRB1_0301. The binding affinity (normalized) is 0.333. (5) The peptide sequence is TKVTFHVVGVGPLLH. The MHC is DRB5_0101 with pseudo-sequence DRB5_0101. The binding affinity (normalized) is 0.524. (6) The peptide sequence is DYVRMWVQAATAMSA. The MHC is HLA-DQA10102-DQB10602 with pseudo-sequence HLA-DQA10102-DQB10602. The binding affinity (normalized) is 0.665.